Dataset: hERG potassium channel inhibition data for cardiac toxicity prediction from Karim et al.. Task: Regression/Classification. Given a drug SMILES string, predict its toxicity properties. Task type varies by dataset: regression for continuous values (e.g., LD50, hERG inhibition percentage) or binary classification for toxic/non-toxic outcomes (e.g., AMES mutagenicity, cardiotoxicity, hepatotoxicity). Dataset: herg_karim. (1) The compound is CCc1cc(-c2n[nH]c(C)c2-c2ccc3c(c2)OCCO3)c(O)cc1O. The result is 0 (non-blocker). (2) The molecule is COC1COCCC1N[C@@H]1C[C@H]2C[C@@H](N(C)C)C[C@@]2(C(=O)N2CCc3ncc(C(F)(F)F)cc3C2)C1. The result is 0 (non-blocker). (3) The compound is COc1c(C(C)(C)C)cc(C(=O)N2CCC(CNC(=O)CCCCC(c3ccc(F)cc3)c3ccc(F)cc3)C2)cc1C(C)(C)C. The result is 1 (blocker). (4) The drug is Cc1cc(Cl)nnc1N1CCN(C(=O)Nc2ccc(C(C)(C)C)cc2)[C@H](C)C1. The result is 1 (blocker).